Dataset: Catalyst prediction with 721,799 reactions and 888 catalyst types from USPTO. Task: Predict which catalyst facilitates the given reaction. (1) Reactant: O[C@H:2]([CH3:18])[C@H:3]([NH:7][C:8]([O:10][C:11]1([CH3:17])[CH2:16][CH2:15][CH2:14][CH2:13][CH2:12]1)=[O:9])[C:4]([OH:6])=[O:5].C1CN([P+](ON2N=NC3C=CC=CC2=3)(N2CCCC2)N2CCCC2)CC1.F[P-](F)(F)(F)(F)F.CCN(CC)CC. Product: [CH3:17][C:11]1([O:10][C:8](=[O:9])[NH:7][C@H:3]2[C:4](=[O:6])[O:5][C@H:2]2[CH3:18])[CH2:16][CH2:15][CH2:14][CH2:13][CH2:12]1. The catalyst class is: 2. (2) Reactant: [NH:1]1[C:9]2[C:4](=[CH:5][CH:6]=[CH:7][CH:8]=2)[CH2:3][C@H:2]1[C:10]([OH:12])=[O:11].CCN(C(C)C)C(C)C.Cl[C:23]([O:25][CH2:26][C:27]1[CH:32]=[CH:31][CH:30]=[CH:29][CH:28]=1)=[O:24]. Product: [CH2:26]([O:25][C:23]([N:1]1[C:9]2[C:4](=[CH:5][CH:6]=[CH:7][CH:8]=2)[CH2:3][C@H:2]1[C:10]([OH:12])=[O:11])=[O:24])[C:27]1[CH:32]=[CH:31][CH:30]=[CH:29][CH:28]=1. The catalyst class is: 3.